This data is from Reaction yield outcomes from USPTO patents with 853,638 reactions. The task is: Predict the reaction yield, written as a fraction of the theoretical maximum amount of product (1.0 means a 100% yield; for example, 0.34 means a 34% yield). (1) The reactants are [O:1]=[C:2]1[CH2:10][C:9]2[C:4](=[CH:5][CH:6]=[C:7]([C:11]([C:13]3[CH:14]=[C:15]([NH:19][C:20]([C:22]4[N:23]([CH2:28][CH3:29])[N:24]=[C:25]([CH3:27])[CH:26]=4)=[O:21])[CH:16]=[CH:17][CH:18]=3)=[O:12])[CH:8]=2)[NH:3]1.[CH:30](OCC)=[O:31].[O-]CC.[Na+].Cl. The catalyst is C(O)C. The product is [OH:31][CH:30]=[C:10]1[C:9]2[C:4](=[CH:5][CH:6]=[C:7]([C:11]([C:13]3[CH:14]=[C:15]([NH:19][C:20]([C:22]4[N:23]([CH2:28][CH3:29])[N:24]=[C:25]([CH3:27])[CH:26]=4)=[O:21])[CH:16]=[CH:17][CH:18]=3)=[O:12])[CH:8]=2)[NH:3][C:2]1=[O:1]. The yield is 0.570. (2) The reactants are [CH3:1][O:2][C:3]1[C:17]([O:18][CH3:19])=[CH:16][CH:15]=[CH:14][C:4]=1[CH2:5][NH:6][CH2:7][CH2:8][CH2:9][CH2:10][CH2:11][CH2:12][CH3:13].[CH2:20]([O:22][C@H:23]([C:36]([O:38][CH2:39][CH3:40])=[O:37])[CH2:24][C:25]1[CH:35]=[CH:34][C:28]([O:29][CH2:30][C:31](O)=[O:32])=[CH:27][CH:26]=1)[CH3:21].C(N(CC)C(C)C)(C)C.[B-](F)(F)(F)F.CN(C(ON1N=NC2C1=CC=CC=2)=[N+](C)C)C. The catalyst is C(Cl)Cl. The product is [CH3:1][O:2][C:3]1[C:17]([O:18][CH3:19])=[CH:16][CH:15]=[CH:14][C:4]=1[CH2:5][N:6]([CH2:7][CH2:8][CH2:9][CH2:10][CH2:11][CH2:12][CH3:13])[C:31](=[O:32])[CH2:30][O:29][C:28]1[CH:27]=[CH:26][C:25]([CH2:24][C@H:23]([O:22][CH2:20][CH3:21])[C:36]([O:38][CH2:39][CH3:40])=[O:37])=[CH:35][CH:34]=1. The yield is 0.580. (3) The reactants are [C:1]([N:4]1[C:13]2[C:8](=[CH:9][C:10]([N+:14]([O-:16])=[O:15])=[CH:11][CH:12]=2)[C:7](=[O:17])[CH2:6][CH2:5]1)(=[O:3])[CH3:2].C[Si]([N-][Si](C)(C)C)(C)C.[Li+].[C:28](OCC)(=[O:34])[C:29]([O:31][CH2:32][CH3:33])=[O:30]. The catalyst is C1COCC1. The product is [C:1]([N:4]1[C:13]2[C:8](=[CH:9][C:10]([N+:14]([O-:16])=[O:15])=[CH:11][CH:12]=2)[C:7](=[O:17])[CH:6]([C:28](=[O:34])[C:29]([O:31][CH2:32][CH3:33])=[O:30])[CH2:5]1)(=[O:3])[CH3:2]. The yield is 0.900. (4) The reactants are [C:1]12(C(O)=O)CC3CC(CC(C3)C1)C2.C(NCCN)(OC(C)(C)C)=O.[O:25]=[C:26]1[CH2:31][C:30](=[O:32])[CH2:29][CH:28]([C:33](O)=O)[CH2:27]1. No catalyst specified. The product is [CH3:1][C:28]1([CH3:33])[CH2:27][C:26](=[O:25])[CH2:31][C:30](=[O:32])[CH2:29]1. The yield is 1.00. (5) The reactants are [CH2:1]([C:8]1[C:9]([CH2:24][CH3:25])=[C:10]([C:22]#[N:23])[C:11]2[N:12]([N:15]=[C:16]([C:18]([CH3:21])([CH3:20])[CH3:19])[N:17]=2)[C:13]=1O)[C:2]1[CH:7]=[CH:6][CH:5]=[CH:4][CH:3]=1.P(Cl)(Cl)([Cl:28])=O. No catalyst specified. The product is [CH2:1]([C:8]1[C:9]([CH2:24][CH3:25])=[C:10]([C:22]#[N:23])[C:11]2[N:12]([N:15]=[C:16]([C:18]([CH3:21])([CH3:20])[CH3:19])[N:17]=2)[C:13]=1[Cl:28])[C:2]1[CH:7]=[CH:6][CH:5]=[CH:4][CH:3]=1. The yield is 1.00. (6) The reactants are [Br:1][C:2]1[C:3](=[O:9])[NH:4][C:5](=[O:8])[NH:6][N:7]=1.C1(P(C2C=CC=CC=2)C2C=CC=CC=2)C=CC=CC=1.[F:29][C:30]1([F:41])[O:34][C:33]2[CH:35]=[CH:36][C:37]([CH2:39]O)=[CH:38][C:32]=2[O:31]1.N(C(OC(C)(C)C)=O)=NC(OC(C)(C)C)=O. The catalyst is O.C(Cl)Cl. The product is [Br:1][C:2]1[C:3](=[O:9])[N:4]([CH2:39][C:37]2[CH:36]=[CH:35][C:33]3[O:34][C:30]([F:41])([F:29])[O:31][C:32]=3[CH:38]=2)[C:5](=[O:8])[NH:6][N:7]=1. The yield is 0.200. (7) The reactants are [CH3:1][C:2]([CH3:4])=O.[C:5]1([CH:11]([C:13]2[CH:18]=[CH:17][CH:16]=[CH:15][CH:14]=2)[NH2:12])[CH:10]=[CH:9][CH:8]=[CH:7][CH:6]=1.[BH-](OC(C)=O)(OC(C)=O)OC(C)=O.[Na+].C([O-])(O)=O.[Na+]. The catalyst is C1COCC1.CCOCC. The product is [CH:11]([NH:12][CH:2]([CH3:4])[CH3:1])([C:5]1[CH:6]=[CH:7][CH:8]=[CH:9][CH:10]=1)[C:13]1[CH:14]=[CH:15][CH:16]=[CH:17][CH:18]=1. The yield is 0.650. (8) The reactants are [CH2:1]([O:19][CH2:20][CH:21]=[O:22])[CH2:2][CH2:3][CH2:4][CH2:5][CH2:6][CH2:7][CH2:8][CH2:9][CH2:10][CH2:11][CH2:12][CH2:13][CH2:14][CH2:15][CH2:16][CH2:17][CH3:18].[CH2:23]([Mg]Br)[CH2:24][CH2:25][CH2:26][CH2:27][CH2:28][CH2:29][CH2:30]/[CH:31]=[CH:32]\[CH2:33]/[CH:34]=[CH:35]\[CH2:36][CH2:37][CH2:38][CH2:39][CH3:40]. The catalyst is O1CCCC1. The product is [CH2:1]([O:19][CH2:20][CH:21]([OH:22])[CH2:23][CH2:24][CH2:25][CH2:26][CH2:27][CH2:28][CH2:29][CH2:30]/[CH:31]=[CH:32]\[CH2:33]/[CH:34]=[CH:35]\[CH2:36][CH2:37][CH2:38][CH2:39][CH3:40])[CH2:2][CH2:3][CH2:4][CH2:5][CH2:6][CH2:7][CH2:8][CH2:9][CH2:10][CH2:11][CH2:12][CH2:13][CH2:14][CH2:15][CH2:16][CH2:17][CH3:18]. The yield is 0.380. (9) The reactants are [OH-].[Na+].[Cl:3][C:4]1[C:9](=[O:10])[N:8]([CH3:11])[CH:7]=[C:6]([CH2:12][C:13]2[S:14][C:15]3[C:21]([C:22]4[CH:23]=[C:24]([CH:30]=[CH:31][CH:32]=4)[C:25](OCC)=[O:26])=[CH:20][CH:19]=[CH:18][C:16]=3[CH:17]=2)[CH:5]=1.Cl.[NH2:34][CH2:35][CH2:36][OH:37].CCN=C=NCCCN(C)C.C1C=CC2N(O)N=NC=2C=1. The catalyst is O.CN(C=O)C.C(O)C. The product is [Cl:3][C:4]1[C:9](=[O:10])[N:8]([CH3:11])[CH:7]=[C:6]([CH2:12][C:13]2[S:14][C:15]3[C:21]([C:22]4[CH:23]=[C:24]([CH:30]=[CH:31][CH:32]=4)[C:25]([NH:34][CH2:35][CH2:36][OH:37])=[O:26])=[CH:20][CH:19]=[CH:18][C:16]=3[CH:17]=2)[CH:5]=1. The yield is 0.630.